Predict the product of the given reaction. From a dataset of Forward reaction prediction with 1.9M reactions from USPTO patents (1976-2016). (1) Given the reactants [CH3:1][O:2][N:3]=[CH:4][C:5]1[CH:10]=[CH:9][C:8]([Cl:11])=[CH:7][C:6]=1[Cl:12].C([BH3-])#N.[Na+], predict the reaction product. The product is: [Cl:12][C:6]1[CH:7]=[C:8]([Cl:11])[CH:9]=[CH:10][C:5]=1[CH2:4][NH:3][O:2][CH3:1]. (2) Given the reactants [C:1]1([CH3:20])[CH:6]=[CH:5][C:4]([N:7]2[C:19]3[CH:18]=[CH:17][CH:16]=[CH:15][C:14]=3[C:13]3[C:8]2=[CH:9][CH:10]=[CH:11][CH:12]=3)=[CH:3][CH:2]=1.[Br:21]N1C(=O)CCC1=O, predict the reaction product. The product is: [Br:21][C:11]1[CH:10]=[CH:9][C:8]2[N:7]([C:4]3[CH:3]=[CH:2][C:1]([CH3:20])=[CH:6][CH:5]=3)[C:19]3[C:14]([C:13]=2[CH:12]=1)=[CH:15][CH:16]=[CH:17][CH:18]=3. (3) Given the reactants [Cl:1][C:2]1[CH:3]=[CH:4][C:5]([N:17]2[CH:21]=[N:20][CH:19]=[N:18]2)=[C:6]([CH:16]=1)[CH2:7][NH:8][C:9](=[O:15])[C@@H:10]1[CH2:14][CH2:13][CH2:12][NH:11]1.[C:22]([O:26][C:27]([NH:29][C@@H:30]([C:35](O)=[O:36])[CH2:31][CH:32]1[CH2:34][CH2:33]1)=[O:28])([CH3:25])([CH3:24])[CH3:23].C1C=C2N=NN(O)C2=CC=1.O.C(Cl)CCl.C(N(C(C)C)CC)(C)C, predict the reaction product. The product is: [C:22]([O:26][C:27]([NH:29][C@@H:30]([C:35]([N:11]1[CH2:12][CH2:13][CH2:14][C@H:10]1[C:9]([NH:8][CH2:7][C:6]1[CH:16]=[C:2]([Cl:1])[CH:3]=[CH:4][C:5]=1[N:17]1[CH:21]=[N:20][CH:19]=[N:18]1)=[O:15])=[O:36])[CH2:31][CH:32]1[CH2:34][CH2:33]1)=[O:28])([CH3:24])([CH3:25])[CH3:23]. (4) Given the reactants [CH3:1][O:2][C:3]([C:5]1[N:6]([CH2:25][C:26]2[CH:31]=[CH:30][CH:29]=[CH:28][CH:27]=2)[C:7](=[O:24])[C:8]2[C:13]([C:14]=1[C:15]1[CH:20]=[CH:19][CH:18]=[CH:17][CH:16]=1)=[CH:12][C:11]([C:21](O)=[O:22])=[CH:10][CH:9]=2)=[O:4].O.Cl, predict the reaction product. The product is: [CH3:1][O:2][C:3]([C:5]1[N:6]([CH2:25][C:26]2[CH:31]=[CH:30][CH:29]=[CH:28][CH:27]=2)[C:7](=[O:24])[C:8]2[C:13]([C:14]=1[C:15]1[CH:20]=[CH:19][CH:18]=[CH:17][CH:16]=1)=[CH:12][C:11]([CH2:21][OH:22])=[CH:10][CH:9]=2)=[O:4].